Predict which catalyst facilitates the given reaction. From a dataset of Catalyst prediction with 721,799 reactions and 888 catalyst types from USPTO. (1) Reactant: [C:1]1([N:7]2[C:11]([C:12]([F:15])([F:14])[F:13])=[CH:10][C:9]([NH2:16])=[N:8]2)[CH:6]=[CH:5][CH:4]=[CH:3][CH:2]=1.Cl[C:18]([O:20][C:21]1[CH:26]=[CH:25][CH:24]=[CH:23][CH:22]=1)=[O:19].C([O-])([O-])=O.[K+].[K+]. Product: [C:1]1([N:7]2[C:11]([C:12]([F:15])([F:13])[F:14])=[CH:10][C:9]([NH:16][C:18](=[O:19])[O:20][C:21]3[CH:26]=[CH:25][CH:24]=[CH:23][CH:22]=3)=[N:8]2)[CH:2]=[CH:3][CH:4]=[CH:5][CH:6]=1. The catalyst class is: 1. (2) Reactant: [Cl:1][C:2]1[CH:7]=[CH:6][C:5]([NH:8][C:9]([NH:11][C:12]2[CH:28]=[CH:27][C:15]([O:16][C:17]3[CH:22]=[CH:21][N:20]=[C:19]([C:23]([O:25]C)=O)[CH:18]=3)=[CH:14][CH:13]=2)=[O:10])=[CH:4][C:3]=1[C:29]([F:32])([F:31])[F:30].O.[NH2:34][NH2:35]. Product: [Cl:1][C:2]1[CH:7]=[CH:6][C:5]([NH:8][C:9]([NH:11][C:12]2[CH:28]=[CH:27][C:15]([O:16][C:17]3[CH:22]=[CH:21][N:20]=[C:19]([C:23]([NH:34][NH2:35])=[O:25])[CH:18]=3)=[CH:14][CH:13]=2)=[O:10])=[CH:4][C:3]=1[C:29]([F:30])([F:32])[F:31]. The catalyst class is: 191. (3) Reactant: C(OC([N:8]1[CH2:13][CH2:12][CH:11]([CH:14]([CH2:17][OH:18])[CH2:15][OH:16])[CH2:10][CH2:9]1)=O)(C)(C)C.[ClH:19].O1CCOCC1. Product: [ClH:19].[NH:8]1[CH2:13][CH2:12][CH:11]([CH:14]([CH2:17][OH:18])[CH2:15][OH:16])[CH2:10][CH2:9]1. The catalyst class is: 5. (4) Reactant: Cl[C:2]1[C:11]([C:12]([OH:14])=[O:13])=[CH:10][C:9]2[C:4](=[CH:5][CH:6]=[C:7]([Cl:15])[CH:8]=2)[N:3]=1.[NH2:16][C@@H:17]([CH2:21][C:22]1[CH:27]=[CH:26][C:25]([O:28][C:29]2[C:34]([Cl:35])=[CH:33][CH:32]=[CH:31][N:30]=2)=[CH:24][CH:23]=1)[C:18]([OH:20])=[O:19]. Product: [C:18]([C@@H:17]([NH:16][C:2]1[C:11]([C:12]([OH:14])=[O:13])=[CH:10][C:9]2[C:4](=[CH:5][CH:6]=[C:7]([Cl:15])[CH:8]=2)[N:3]=1)[CH2:21][C:22]1[CH:23]=[CH:24][C:25]([O:28][C:29]2[C:34]([Cl:35])=[CH:33][CH:32]=[CH:31][N:30]=2)=[CH:26][CH:27]=1)([OH:20])=[O:19]. The catalyst class is: 16. (5) Reactant: [CH3:1][O:2][C:3](=[O:16])[C:4]1[CH:9]=[CH:8][C:7](Br)=[C:6]([O:11][C:12]([F:15])([F:14])[F:13])[CH:5]=1.[CH3:17][O:18][C:19](=[O:54])[NH:20][C@H:21]([C:25]([N:27]1[CH2:31][C@@H:30]([S:32][CH3:33])[CH2:29][C@H:28]1[C:34]1[NH:35][CH:36]=[C:37]([C:39]2[CH:44]=[CH:43][C:42](B3OC(C)(C)C(C)(C)O3)=[CH:41][CH:40]=2)[N:38]=1)=[O:26])[CH:22]([CH3:24])[CH3:23].C(=O)([O-])[O-].[K+].[K+].C1(C)C=CC=CC=1. Product: [CH3:1][O:2][C:3]([C:4]1[CH:9]=[CH:8][C:7]([C:42]2[CH:43]=[CH:44][C:39]([C:37]3[N:38]=[C:34]([C@@H:28]4[CH2:29][C@H:30]([S:32][CH3:33])[CH2:31][N:27]4[C:25](=[O:26])[C@@H:21]([NH:20][C:19]([O:18][CH3:17])=[O:54])[CH:22]([CH3:24])[CH3:23])[NH:35][CH:36]=3)=[CH:40][CH:41]=2)=[C:6]([O:11][C:12]([F:15])([F:14])[F:13])[CH:5]=1)=[O:16]. The catalyst class is: 6. (6) Reactant: [NH2:1][CH2:2][C:3]1([CH2:7][O:8][C:9]2[C:14]([O:15][CH3:16])=[C:13]([O:17][CH3:18])[CH:12]=[CH:11][C:10]=2[C:19]2[CH:27]=[CH:26][CH:25]=[C:24]3[C:20]=2[CH2:21][CH2:22][C:23]3=[O:28])[CH2:6][O:5][CH2:4]1.C(N(CC)CC)C.[C:36](Cl)(=[O:38])[CH3:37]. Product: [CH3:16][O:15][C:14]1[C:13]([O:17][CH3:18])=[CH:12][CH:11]=[C:10]([C:19]2[CH:27]=[CH:26][CH:25]=[C:24]3[C:20]=2[CH2:21][CH2:22][C:23]3=[O:28])[C:9]=1[O:8][CH2:7][C:3]1([CH2:2][NH:1][C:36](=[O:38])[CH3:37])[CH2:4][O:5][CH2:6]1. The catalyst class is: 46.